Dataset: Full USPTO retrosynthesis dataset with 1.9M reactions from patents (1976-2016). Task: Predict the reactants needed to synthesize the given product. (1) Given the product [CH2:1]([O:3][C:4]1[CH:5]=[C:6]2[C:11](=[C:12]3[CH2:16][C:15]([CH3:18])([CH3:17])[O:14][C:13]=13)[C:10]([C:19]1[CH:24]=[CH:23][C:22]([CH2:25][C:26]([OH:28])=[O:27])=[C:21]([NH:30][C:31]([C:33]3[CH:38]=[CH:37][CH:36]=[CH:35][N:34]=3)=[O:32])[CH:20]=1)=[N:9][C:8]([CH3:39])([CH3:40])[CH2:7]2)[CH3:2], predict the reactants needed to synthesize it. The reactants are: [CH2:1]([O:3][C:4]1[CH:5]=[C:6]2[C:11](=[C:12]3[CH2:16][C:15]([CH3:18])([CH3:17])[O:14][C:13]=13)[C:10]([C:19]1[CH:24]=[CH:23][C:22]([CH2:25][C:26]([O:28]C)=[O:27])=[C:21]([NH:30][C:31]([C:33]3[CH:38]=[CH:37][CH:36]=[CH:35][N:34]=3)=[O:32])[CH:20]=1)=[N:9][C:8]([CH3:40])([CH3:39])[CH2:7]2)[CH3:2].[OH-].[Na+].Cl. (2) Given the product [NH2:1][C:2]1[C:7]2[C:8]([C:11]3[CH:16]=[CH:15][C:14]([NH:17][C:18]([C:20]4[N:21]([CH3:29])[C:22]5[C:27]([CH:28]=4)=[CH:26][CH:25]=[CH:24][CH:23]=5)=[O:19])=[C:13]([O:30][CH3:31])[CH:12]=3)=[CH:9][S:10][C:6]=2[C:5]([C:32]2[NH:41][CH:34]=[CH:35][CH:36]=2)=[CH:4][N:3]=1, predict the reactants needed to synthesize it. The reactants are: [NH2:1][C:2]1[C:7]2[C:8]([C:11]3[CH:16]=[CH:15][C:14]([NH:17][C:18]([C:20]4[N:21]([CH3:29])[C:22]5[C:27]([CH:28]=4)=[CH:26][CH:25]=[CH:24][CH:23]=5)=[O:19])=[C:13]([O:30][CH3:31])[CH:12]=3)=[CH:9][S:10][C:6]=2[C:5]([C:32]2O[C:34](C=O)=[CH:35][CH:36]=2)=[CH:4][N:3]=1.C([NH:41]CC)C. (3) The reactants are: [CH:1]([O:4][C:5]1[CH:6]=[C:7]([CH:19]=[C:20]([C:22](=[O:29])[NH:23][C:24]2[S:25][CH:26]=[CH:27][N:28]=2)[CH:21]=1)[O:8][C:9]1[CH:14]=[CH:13][C:12]([P:15](=[O:18])([OH:17])[OH:16])=[CH:11][CH:10]=1)([CH3:3])[CH3:2].CCN(C(C)C)C(C)C.[C:39]([O:45][CH:46](I)[CH3:47])(=[O:44])[C:40]([CH3:43])([CH3:42])[CH3:41]. Given the product [OH:18][P:15]([C:12]1[CH:13]=[CH:14][C:9]([O:8][C:7]2[CH:19]=[C:20]([C:22](=[O:29])[NH:23][C:24]3[S:25][CH:26]=[CH:27][N:28]=3)[CH:21]=[C:5]([O:4][CH:1]([CH3:3])[CH3:2])[CH:6]=2)=[CH:10][CH:11]=1)([O:17][CH:46]([O:45][C:39](=[O:44])[C:40]([CH3:43])([CH3:42])[CH3:41])[CH3:47])=[O:16], predict the reactants needed to synthesize it. (4) Given the product [OH:28][C@@H:24]1[C@@H:25]([OH:27])[CH2:26][N:22]([C:21]2[CH:20]=[CH:19][C:4]([C:5]([NH:7][C:8]3[CH:13]=[CH:12][C:11]([O:14][C:15]([F:18])([F:17])[F:16])=[CH:10][CH:9]=3)=[O:6])=[CH:3][C:2]=2[C:31]2[CH:30]=[N:29][CH:34]=[CH:33][CH:32]=2)[CH2:23]1, predict the reactants needed to synthesize it. The reactants are: Br[C:2]1[CH:3]=[C:4]([CH:19]=[CH:20][C:21]=1[N:22]1[CH2:26][C@H:25]([OH:27])[C@@H:24]([OH:28])[CH2:23]1)[C:5]([NH:7][C:8]1[CH:13]=[CH:12][C:11]([O:14][C:15]([F:18])([F:17])[F:16])=[CH:10][CH:9]=1)=[O:6].[N:29]1[CH:34]=[CH:33][CH:32]=[C:31](B(O)O)[CH:30]=1. (5) Given the product [C:36]([O:35][CH2:34][C@@H:32]1[CH2:31][O:30][C:29](=[O:28])[N:33]1[C:2]1[CH:3]=[CH:4][C:5]([C:10]([N:12]2[CH2:17][CH2:16][N:15]([C:18]3[C:23]([CH3:24])=[CH:22][C:21]([CH:25]4[CH2:27][CH2:26]4)=[CH:20][N:19]=3)[CH2:14][CH2:13]2)=[O:11])=[C:6]([C:7]#[N:8])[CH:9]=1)(=[O:43])[C:37]1[CH:38]=[CH:39][CH:40]=[CH:41][CH:42]=1, predict the reactants needed to synthesize it. The reactants are: Br[C:2]1[CH:3]=[CH:4][C:5]([C:10]([N:12]2[CH2:17][CH2:16][N:15]([C:18]3[C:23]([CH3:24])=[CH:22][C:21]([CH:25]4[CH2:27][CH2:26]4)=[CH:20][N:19]=3)[CH2:14][CH2:13]2)=[O:11])=[C:6]([CH:9]=1)[C:7]#[N:8].[O:28]=[C:29]1[NH:33][C@H:32]([CH2:34][O:35][C:36](=[O:43])[C:37]2[CH:42]=[CH:41][CH:40]=[CH:39][CH:38]=2)[CH2:31][O:30]1. (6) The reactants are: [CH3:1][NH:2][C:3]([C:5]1[CH:6]=[C:7]([CH:12]=[C:13]([N+:15]([O-:17])=[O:16])[CH:14]=1)[C:8]([O:10][CH3:11])=[O:9])=O.[N-:18]=[N+:19]=[N-:20].[Na+].S(OS(C(F)(F)F)(=O)=O)(C(F)(F)F)(=O)=O.[OH-].[Na+]. Given the product [CH3:1][N:2]1[C:3]([C:5]2[CH:6]=[C:7]([CH:12]=[C:13]([N+:15]([O-:17])=[O:16])[CH:14]=2)[C:8]([O:10][CH3:11])=[O:9])=[N:20][N:19]=[N:18]1, predict the reactants needed to synthesize it. (7) Given the product [C:16]1([CH:4]([NH:3][S:36]([CH2:35][C:29]2[CH:34]=[CH:33][CH:32]=[CH:31][CH:30]=2)(=[O:38])=[O:37])[C:5]([O:7][C@@H:8]2[CH:13]3[CH2:12][CH2:11][N:10]([CH2:15][CH2:14]3)[CH2:9]2)=[O:6])[CH:21]=[CH:20][CH:19]=[CH:18][CH:17]=1, predict the reactants needed to synthesize it. The reactants are: Cl.Cl.[NH2:3][CH:4]([C:16]1[CH:21]=[CH:20][CH:19]=[CH:18][CH:17]=1)[C:5]([O:7][C@@H:8]1[CH:13]2[CH2:14][CH2:15][N:10]([CH2:11][CH2:12]2)[CH2:9]1)=[O:6].C(N(CC)CC)C.[C:29]1([CH2:35][S:36](Cl)(=[O:38])=[O:37])[CH:34]=[CH:33][CH:32]=[CH:31][CH:30]=1. (8) Given the product [CH:15]1([NH:14][C:10]2[CH:11]=[CH:12][C:13]([CH2:21][CH2:22][CH2:23][CH3:24])=[C:8]([NH:7][CH:1]3[CH2:6][CH2:5][CH2:4][CH2:3][CH2:2]3)[CH:9]=2)[CH2:20][CH2:19][CH2:18][CH2:17][CH2:16]1, predict the reactants needed to synthesize it. The reactants are: [CH:1]1([NH:7][C:8]2[CH:13]=[CH:12][CH:11]=[C:10]([NH:14][CH:15]3[CH2:20][CH2:19][CH2:18][CH2:17][CH2:16]3)[CH:9]=2)[CH2:6][CH2:5][CH2:4][CH2:3][CH2:2]1.[CH:21](=O)[CH2:22][CH2:23][CH3:24].[H][H]. (9) Given the product [Cl:7][C:8]1[CH:14]=[CH:13][C:12]([S:15][C:22]([CH3:24])([C:16]2[CH:21]=[CH:20][CH:19]=[CH:18][CH:17]=2)[CH3:23])=[CH:11][C:9]=1[NH2:10], predict the reactants needed to synthesize it. The reactants are: O.S(=O)(=O)(O)O.[Cl:7][C:8]1[CH:14]=[CH:13][C:12]([SH:15])=[CH:11][C:9]=1[NH2:10].[C:16]1([C:22](O)([CH3:24])[CH3:23])[CH:21]=[CH:20][CH:19]=[CH:18][CH:17]=1. (10) Given the product [NH2:7][CH2:6][C:5]1[CH:8]=[C:9]([CH3:10])[C:2]([NH2:1])=[C:3]([Cl:11])[CH:4]=1, predict the reactants needed to synthesize it. The reactants are: [NH2:1][C:2]1[C:9]([CH3:10])=[CH:8][C:5]([C:6]#[N:7])=[CH:4][C:3]=1[Cl:11].CO.